Task: Predict the reactants needed to synthesize the given product.. Dataset: Full USPTO retrosynthesis dataset with 1.9M reactions from patents (1976-2016) (1) Given the product [CH3:17][O:10][C:9](=[O:11])[CH2:8][C:4]1[CH:5]=[N:6][CH:7]=[C:2]([Br:1])[CH:3]=1, predict the reactants needed to synthesize it. The reactants are: [Br:1][C:2]1[CH:3]=[C:4]([CH2:8][C:9]([OH:11])=[O:10])[CH:5]=[N:6][CH:7]=1.S(=O)(=O)(O)O.[CH3:17]O. (2) Given the product [Br:31][C:26]1[CH:27]=[CH:28][CH:29]=[CH:30][C:25]=1[N:9]1[C:10]([C:13]2[CH:18]=[N:17][C:16]([C:19]3[CH:24]=[CH:23][CH:22]=[CH:21][CH:20]=3)=[CH:15][CH:14]=2)=[N:11][N:12]=[C:8]1[N:5]([CH2:4][CH2:3][O:2][CH3:1])[CH3:6], predict the reactants needed to synthesize it. The reactants are: [CH3:1][O:2][CH2:3][CH2:4][NH:5][CH3:6].Br[C:8]1[N:9]([C:25]2[CH:30]=[CH:29][CH:28]=[CH:27][C:26]=2[Br:31])[C:10]([C:13]2[CH:14]=[CH:15][C:16]([C:19]3[CH:24]=[CH:23][CH:22]=[CH:21][CH:20]=3)=[N:17][CH:18]=2)=[N:11][N:12]=1. (3) Given the product [F:65][C:64]([F:67])([F:66])[C:63]1[CH:62]=[CH:61][N:60]=[CH:59][C:58]=1[N:36]1[CH2:37][CH2:38][C:39]2[S:43][C:42]3[CH:44]=[CH:45][CH:46]=[CH:47][C:41]=3[C:40]=2[C:35]1=[O:48], predict the reactants needed to synthesize it. The reactants are: CC(C1C=C(C(C)C)C(C2C=CC=CC=2P(C2CCCCC2)C2CCCCC2)=C(C(C)C)C=1)C.[C:35]1(=[O:48])[C:40]2[C:41]3[CH:47]=[CH:46][CH:45]=[CH:44][C:42]=3[S:43][C:39]=2[CH2:38][CH2:37][NH:36]1.[O-]P([O-])([O-])=O.[K+].[K+].[K+].Br[C:58]1[CH:59]=[N:60][CH:61]=[CH:62][C:63]=1[C:64]([F:67])([F:66])[F:65]. (4) Given the product [CH3:1][C:2]1[C:3]2[CH:4]=[CH:5][C:6](=[O:30])[N:7]3[C@H:14]([CH2:15][N:16]4[CH2:17][CH2:18][CH:19]([NH:22][C:23](=[O:29])[O:24][C:25]([CH3:27])([CH3:26])[CH3:28])[CH2:20][CH2:21]4)[CH2:13][N:9]([C:8]=23)[C:10](=[O:12])[CH:11]=1, predict the reactants needed to synthesize it. The reactants are: [CH3:1][CH:2]1[CH2:11][C:10](=[O:12])[N:9]2[CH2:13][C@@H:14]([CH2:15][N:16]3[CH2:21][CH2:20][CH:19]([NH:22][C:23](=[O:29])[O:24][C:25]([CH3:28])([CH3:27])[CH3:26])[CH2:18][CH2:17]3)[N:7]3[C:8]2=[C:3]1[CH:4]=[CH:5][C:6]3=[O:30].C(C1C(=O)C(Cl)=C(Cl)C(=O)C=1C#N)#N.C([O-])([O-])=O.[K+].[K+]. (5) Given the product [N+:9]([C:3]1[C:4]([NH2:8])=[N:5][CH:6]=[CH:7][C:2]=1[C:20]1[CH:25]=[CH:24][N:23]=[CH:22][CH:21]=1)([O-:11])=[O:10], predict the reactants needed to synthesize it. The reactants are: Cl[C:2]1[CH:7]=[CH:6][N:5]=[C:4]([NH2:8])[C:3]=1[N+:9]([O-:11])=[O:10].CC1(C)C(C)(C)OB([C:20]2[CH:25]=[CH:24][N:23]=[CH:22][CH:21]=2)O1.O.C([O-])([O-])=O.[Na+].[Na+].